From a dataset of Catalyst prediction with 721,799 reactions and 888 catalyst types from USPTO. Predict which catalyst facilitates the given reaction. (1) Product: [N:3]1([CH2:7][C@H:8]([O:18][C:36]2[N:35]=[CH:34][N:33]=[C:32]3[N:28]([C:21]4[C:22]([C:23]#[N:24])=[CH:25][CH:26]=[CH:27][C:20]=4[Cl:19])[N:29]=[CH:30][C:31]=23)[C:9]([NH:11][C:12]2[CH:17]=[CH:16][CH:15]=[CH:14][N:13]=2)=[O:10])[CH2:6][CH2:5][CH2:4]1. The catalyst class is: 1. Reactant: [H-].[Na+].[N:3]1([CH2:7][C@H:8]([OH:18])[C:9]([NH:11][C:12]2[CH:17]=[CH:16][CH:15]=[CH:14][N:13]=2)=[O:10])[CH2:6][CH2:5][CH2:4]1.[Cl:19][C:20]1[C:21]([N:28]2[C:32]3=[N:33][CH:34]=[N:35][C:36](Cl)=[C:31]3[CH:30]=[N:29]2)=[C:22]([CH:25]=[CH:26][CH:27]=1)[C:23]#[N:24].[C@H](O)(C([O-])=O)[C@@H](O)C([O-])=O.[Na+].[K+]. (2) The catalyst class is: 241. Product: [C:16]([C:18]1[C:23]2[N:24]([CH2:27][C:28]([NH:2][C@H:3]([C:5]3[CH:10]=[CH:9][C:8]([C:11]([C:12]#[N:13])([CH3:14])[CH3:15])=[CH:7][CH:6]=3)[CH3:4])=[O:29])[CH:25]=[N:26][C:22]=2[CH:21]=[CH:20][CH:19]=1)#[N:17]. Reactant: Cl.[NH2:2][CH:3]([C:5]1[CH:10]=[CH:9][C:8]([C:11]([CH3:15])([CH3:14])[C:12]#[N:13])=[CH:7][CH:6]=1)[CH3:4].[C:16]([C:18]1[C:23]2[N:24]([CH2:27][C:28](O)=[O:29])[CH:25]=[N:26][C:22]=2[CH:21]=[CH:20][CH:19]=1)#[N:17].CN(C(ON1N=NC2C=CC=NC1=2)=[N+](C)C)C.F[P-](F)(F)(F)(F)F. (3) Reactant: Br[C:2]1[CH:3]=[C:4]([Br:17])[C:5]2[S:9][C:8]([NH:10][C:11]([NH:13][CH2:14][CH3:15])=[O:12])=[N:7][C:6]=2[CH:16]=1.C(=O)([O-])[O-].[Na+].[Na+].[CH3:24][O:25][C:26]1[CH:27]=[N:28][CH:29]=[C:30](B2OC(C)(C)C(C)(C)O2)[CH:31]=1. Product: [Br:17][C:4]1[C:5]2[S:9][C:8]([NH:10][C:11]([NH:13][CH2:14][CH3:15])=[O:12])=[N:7][C:6]=2[CH:16]=[C:2]([C:30]2[CH:29]=[N:28][CH:27]=[C:26]([O:25][CH3:24])[CH:31]=2)[CH:3]=1. The catalyst class is: 35. (4) Reactant: [C:1]([O:5][C:6](=[O:15])[C:7]1[CH:12]=[CH:11][C:10]([CH2:13]Br)=[CH:9][CH:8]=1)([CH3:4])([CH3:3])[CH3:2].[CH2:16]([O:18][C:19]([C:21]1[CH:25]=[C:24]([CH2:26][CH2:27][CH3:28])[NH:23][N:22]=1)=[O:20])[CH3:17].C(=O)([O-])[O-].[K+].[K+].[Li+].[Cl-]. Product: [CH2:16]([O:18][C:19]([C:21]1[CH:25]=[C:24]([CH2:26][CH2:27][CH3:28])[N:23]([CH2:13][C:10]2[CH:11]=[CH:12][C:7]([C:6]([O:5][C:1]([CH3:4])([CH3:3])[CH3:2])=[O:15])=[CH:8][CH:9]=2)[N:22]=1)=[O:20])[CH3:17]. The catalyst class is: 3. (5) Product: [CH3:10][N:11]([CH2:7][C:4]1[CH:5]=[CH:6][C:1]([CH3:9])=[CH:2][CH:3]=1)[CH2:12][CH2:13][OH:14]. The catalyst class is: 5. Reactant: [C:1]1([CH3:9])[CH:6]=[CH:5][C:4]([CH:7]=O)=[CH:3][CH:2]=1.[CH3:10][NH:11][CH2:12][CH2:13][OH:14].C(O)(=O)C.[BH4-].[Na+]. (6) Reactant: [NH:1]([C:3]1[N:12]=[CH:11][CH:10]=[C:9]2[C:4]=1[CH:5]=[C:6]([C:37]1[CH:42]=[CH:41][CH:40]=[CH:39][CH:38]=1)[C:7]([C:13]1[CH:18]=[CH:17][C:16]([CH2:19][N:20]3[CH2:25][CH2:24][CH:23]([C:26]4[N:30]=[C:29]([C:31]5[CH:36]=[CH:35][CH:34]=[CH:33][N:32]=5)[NH:28][N:27]=4)[CH2:22][CH2:21]3)=[CH:15][CH:14]=1)=[N:8]2)[NH2:2].[C:43](OC)(OC)(OC)[CH3:44]. Product: [CH3:43][C:44]1[N:12]2[C:3]([C:4]3[CH:5]=[C:6]([C:37]4[CH:38]=[CH:39][CH:40]=[CH:41][CH:42]=4)[C:7]([C:13]4[CH:18]=[CH:17][C:16]([CH2:19][N:20]5[CH2:21][CH2:22][CH:23]([C:26]6[N:30]=[C:29]([C:31]7[CH:36]=[CH:35][CH:34]=[CH:33][N:32]=7)[NH:28][N:27]=6)[CH2:24][CH2:25]5)=[CH:15][CH:14]=4)=[N:8][C:9]=3[CH:10]=[CH:11]2)=[N:1][N:2]=1. The catalyst class is: 3.